Dataset: Full USPTO retrosynthesis dataset with 1.9M reactions from patents (1976-2016). Task: Predict the reactants needed to synthesize the given product. Given the product [Br-:8].[CH2:1]([N+:12]1[CH:13]=[CH:14][C:15]([CH3:16])=[C:10]([Br:9])[CH:11]=1)[C:2]1[CH:7]=[CH:6][CH:5]=[CH:4][CH:3]=1, predict the reactants needed to synthesize it. The reactants are: [CH2:1]([Br:8])[C:2]1[CH:7]=[CH:6][CH:5]=[CH:4][CH:3]=1.[Br:9][C:10]1[CH:11]=[N:12][CH:13]=[CH:14][C:15]=1[CH3:16].